Dataset: Full USPTO retrosynthesis dataset with 1.9M reactions from patents (1976-2016). Task: Predict the reactants needed to synthesize the given product. (1) Given the product [C:23]([O:22][C:20]([N:10]1[CH2:9][CH2:8][C:7]2[C:12](=[CH:13][CH:14]=[C:5]([O:4][CH3:3])[CH:6]=2)[CH:11]1[C:15]([OH:17])=[O:16])=[O:21])([CH3:26])([CH3:24])[CH3:25], predict the reactants needed to synthesize it. The reactants are: [OH-].[Li+].[CH3:3][O:4][C:5]1[CH:6]=[C:7]2[C:12](=[CH:13][CH:14]=1)[CH:11]([C:15]([O:17]CC)=[O:16])[N:10]([C:20]([O:22][C:23]([CH3:26])([CH3:25])[CH3:24])=[O:21])[CH2:9][CH2:8]2.CCO.Cl. (2) The reactants are: C([O:3][C:4]([C:6]1[N:7]([C:27]2[CH:32]=[CH:31][C:30]([O:33][CH:34]([CH3:36])[CH3:35])=[CH:29][CH:28]=2)[C:8]2[C:13]([C:14]=1[CH:15]=O)=[CH:12][C:11]([C:17]1[CH:22]=[CH:21][C:20]([C:23]([CH3:26])([CH3:25])[CH3:24])=[CH:19][CH:18]=1)=[CH:10][CH:9]=2)=[O:5])C.[NH2:37][CH2:38][CH2:39][OH:40]. Given the product [C:23]([C:20]1[CH:19]=[CH:18][C:17]([C:11]2[CH:12]=[C:13]3[C:8](=[CH:9][CH:10]=2)[N:7]([C:27]2[CH:32]=[CH:31][C:30]([O:33][CH:34]([CH3:36])[CH3:35])=[CH:29][CH:28]=2)[C:6]([C:4]([OH:3])=[O:5])=[C:14]3[CH2:15][NH:37][CH2:38][CH2:39][OH:40])=[CH:22][CH:21]=1)([CH3:25])([CH3:24])[CH3:26], predict the reactants needed to synthesize it. (3) Given the product [CH:7]1[C:6]2[CH:5]([CH2:4][O:3][C:1]([NH:18][C@H:19]([CH:23]=[O:24])[CH2:20][CH2:21][CH3:22])=[O:2])[C:17]3[C:12](=[CH:13][CH:14]=[CH:15][CH:16]=3)[C:11]=2[CH:10]=[CH:9][CH:8]=1, predict the reactants needed to synthesize it. The reactants are: [C:1]([NH:18][C@H:19]([CH2:23][OH:24])[CH2:20][CH2:21][CH3:22])([O:3][CH2:4][CH:5]1[C:17]2[C:12](=[CH:13][CH:14]=[CH:15][CH:16]=2)[C:11]2[C:6]1=[CH:7][CH:8]=[CH:9][CH:10]=2)=[O:2].C(N(CC)CC)C.C(OC(=O)C)C. (4) Given the product [C:10]1([S:16]([C:7]2[CH:8]=[CH:9][C:4]([CH2:3][CH2:2][CH3:1])=[CH:5][CH:6]=2)(=[O:18])=[O:17])[CH:15]=[CH:14][CH:13]=[CH:12][CH:11]=1, predict the reactants needed to synthesize it. The reactants are: [CH3:1][CH2:2][CH2:3][C:4]1[CH:5]=[CH:6][CH:7]=[CH:8][CH:9]=1.[C:10]1([S:16](Cl)(=[O:18])=[O:17])[CH:15]=[CH:14][CH:13]=[CH:12][CH:11]=1.[Cl-].[Al+3].[Cl-].[Cl-]. (5) Given the product [CH3:15][C:16]1[CH:21]=[CH:20][C:19]([C:22]2[CH:27]=[CH:26][CH:25]=[CH:24][CH:23]=2)=[C:18]([NH:28][C:2]2[C:3]3[C:8](=[N:7][C:6]([CH2:12][CH2:13][CH3:14])=[CH:5][CH:4]=3)[N:9]=[CH:10][CH:11]=2)[CH:17]=1, predict the reactants needed to synthesize it. The reactants are: Cl[C:2]1[CH:11]=[CH:10][N:9]=[C:8]2[C:3]=1[CH:4]=[CH:5][C:6]([CH2:12][CH2:13][CH3:14])=[N:7]2.[CH3:15][C:16]1[CH:21]=[CH:20][C:19]([C:22]2[CH:27]=[CH:26][CH:25]=[CH:24][CH:23]=2)=[C:18]([NH2:28])[CH:17]=1. (6) Given the product [F:23][C:19]1[C:18]([CH3:24])=[C:17]([C@@:5]2([C:3]([O:2][CH3:1])=[O:4])[CH2:9][CH2:8][C@@H:7]([C:10]3[CH:11]=[N:12][CH:13]=[C:14]([F:16])[CH:15]=3)[CH2:6]2)[CH:22]=[CH:21][CH:20]=1, predict the reactants needed to synthesize it. The reactants are: [CH3:1][O:2][C:3]([C@:5]1([C:17]2[CH:22]=[CH:21][CH:20]=[C:19]([F:23])[C:18]=2[CH3:24])[CH2:9][CH2:8][C:7]([C:10]2[CH:11]=[N:12][CH:13]=[C:14]([F:16])[CH:15]=2)=[CH:6]1)=[O:4].C([O-])=O.[NH4+]. (7) Given the product [C:26]([O:29][C:30]1[CH:39]=[CH:38][C:37]2[C:32](=[CH:33][CH:34]=[CH:35][CH:36]=2)[C:31]=1[CH2:40][NH:21][C:19]([C:12]1[C:10]2[O:11][C:7]3[C@@:8]([CH3:24])([C:22](=[O:23])[C:4]([C:1](=[O:3])[CH3:2])=[C:5]([OH:25])[CH:6]=3)[C:9]=2[C:15]([OH:16])=[CH:14][C:13]=1[O:17][CH3:18])=[O:20])(=[O:28])[CH3:27], predict the reactants needed to synthesize it. The reactants are: [C:1]([C:4]1[C:22](=[O:23])[C@@:8]2([CH3:24])[C:9]3[C:15]([OH:16])=[CH:14][C:13]([O:17][CH3:18])=[C:12]([C:19]([NH2:21])=[O:20])[C:10]=3[O:11][C:7]2=[CH:6][C:5]=1[OH:25])(=[O:3])[CH3:2].[C:26]([O:29][C:30]1[CH:39]=[CH:38][C:37]2[C:32](=[CH:33][CH:34]=[CH:35][CH:36]=2)[C:31]=1[CH:40]=O)(=[O:28])[CH3:27].C([SiH](CC)CC)C.FC(F)(F)C(O)=O. (8) The reactants are: [Cl:1][C:2]1[N:7]=[C:6]2[CH:8]=[C:9]([CH2:20]O)[N:10]([S:11]([C:14]3[CH:19]=[CH:18][CH:17]=[CH:16][CH:15]=3)(=[O:13])=[O:12])[C:5]2=[CH:4][CH:3]=1.S(Cl)([Cl:24])=O. Given the product [Cl:1][C:2]1[N:7]=[C:6]2[CH:8]=[C:9]([CH2:20][Cl:24])[N:10]([S:11]([C:14]3[CH:19]=[CH:18][CH:17]=[CH:16][CH:15]=3)(=[O:13])=[O:12])[C:5]2=[CH:4][CH:3]=1, predict the reactants needed to synthesize it. (9) Given the product [CH2:35]([O:37][C:38]1[CH:43]=[CH:42][C:41]([C:44]2[CH:49]=[CH:48][C:47]([CH:2]=[CH:3][O:4][CH3:5])=[C:46]([F:50])[C:45]=2[F:51])=[C:40]([F:52])[C:39]=1[F:53])[CH3:36], predict the reactants needed to synthesize it. The reactants are: C1[CH2:5][O:4][CH2:3][CH2:2]1.[Cl-].COC[P+](C1C=CC=CC=1)(C1C=CC=CC=1)C1C=CC=CC=1.CC(C)([O-])C.[K+].[CH2:35]([O:37][C:38]1(C=O)[CH:43]=[CH:42][C:41]([C:44]2[CH:49]=[CH:48][CH:47]=[C:46]([F:50])[C:45]=2[F:51])=[C:40]([F:52])[CH:39]1[F:53])[CH3:36].